Predict the reaction yield, written as a fraction of the theoretical maximum amount of product (1.0 means a 100% yield; for example, 0.34 means a 34% yield). From a dataset of Reaction yield outcomes from USPTO patents with 853,638 reactions. (1) The reactants are [C:1]([NH:8][CH:9]1[CH2:12][C:11](=C)[CH2:10]1)([O:3][C:4]([CH3:7])([CH3:6])[CH3:5])=[O:2].C([O-])([O-])=[O:15].[K+].[K+]. The catalyst is C(Cl)Cl.O.[Cl-].C([N+](CCCC)(CCCC)CCCC)CCC. The product is [C:1]([NH:8][CH:9]1[CH2:12][C:11](=[O:15])[CH2:10]1)([O:3][C:4]([CH3:7])([CH3:6])[CH3:5])=[O:2]. The yield is 0.720. (2) The reactants are [Cl:1][C:2]1[CH:3]=[CH:4][C:5]([CH2:8][O:9][C:10]2[CH:15]=[CH:14][N:13]([C:16]3[CH:17]=[N:18][C:19](F)=[CH:20][CH:21]=3)[C:12](=[O:23])[CH:11]=2)=[N:6][CH:7]=1.[CH2:24]([NH:26][CH2:27][CH2:28][NH2:29])[CH3:25].C([O-])([O-])=O.[K+].[K+]. The catalyst is CN(C=O)C. The product is [Cl:1][C:2]1[CH:3]=[CH:4][C:5]([CH2:8][O:9][C:10]2[CH:15]=[CH:14][N:13]([C:16]3[CH:17]=[N:18][C:19]([NH:29][CH2:28][CH2:27][NH:26][CH2:24][CH3:25])=[CH:20][CH:21]=3)[C:12](=[O:23])[CH:11]=2)=[N:6][CH:7]=1. The yield is 0.110. (3) The reactants are Cl[C:2]1[N:7]=[C:6]([Cl:8])[C:5]([C:9]([F:12])([F:11])[F:10])=[CH:4][N:3]=1.CCOCC.[NH2:18][C:19]1[CH:24]=[CH:23][C:22]([CH:25]2[CH2:30][CH2:29][N:28]([C:31]([O:33][C:34]([CH3:37])([CH3:36])[CH3:35])=[O:32])[CH2:27][CH2:26]2)=[CH:21][C:20]=1[CH2:38][CH3:39].C(N(CC)CC)C. The catalyst is [Cl-].[Zn+2].[Cl-].C(OCC)(=O)C.C1CCCCC1.CC(O)(C)C.ClCCCl. The product is [Cl:8][C:6]1[C:5]([C:9]([F:12])([F:11])[F:10])=[CH:4][N:3]=[C:2]([NH:18][C:19]2[CH:24]=[CH:23][C:22]([CH:25]3[CH2:26][CH2:27][N:28]([C:31]([O:33][C:34]([CH3:36])([CH3:35])[CH3:37])=[O:32])[CH2:29][CH2:30]3)=[CH:21][C:20]=2[CH2:38][CH3:39])[N:7]=1. The yield is 0.840. (4) The reactants are [N:1]([CH2:4][C:5]([C:7]1[CH:12]=[CH:11][CH:10]=[CH:9][C:8]=1[OH:13])=[O:6])=[N+]=[N-].[N:14]([C:17]1[CH:26]=[CH:25][C:20]2[O:21][CH2:22][CH2:23][O:24][C:19]=2[CH:18]=1)=[C:15]=S.C1C=CC(P(C2C=CC=CC=2)C2C=CC=CC=2)=CC=1.[N-]=[N+]=[N-].O1C2C=CC(NC3OC(C4C=CC=CC=4[N+]([O-])=O)=CN=3)=CC=2OCC1.[ClH:74].CCOCC. The catalyst is O1CCOCC1.CCOC(C)=O. The product is [Cl-:74].[O:21]1[C:20]2[CH:25]=[CH:26][C:17]([NH2+:14][C:15]3[O:6][C:5]([C:7]4[CH:12]=[CH:11][CH:10]=[CH:9][C:8]=4[OH:13])=[CH:4][N:1]=3)=[CH:18][C:19]=2[O:24][CH2:23][CH2:22]1. The yield is 0.330.